Dataset: Full USPTO retrosynthesis dataset with 1.9M reactions from patents (1976-2016). Task: Predict the reactants needed to synthesize the given product. Given the product [CH3:15][O:14][CH2:13][C:8]1[C:7]([B:20]([OH:21])[OH:19])=[C:11]([CH3:12])[O:10][N:9]=1, predict the reactants needed to synthesize it. The reactants are: C([Li])CCC.Br[C:7]1[C:8]([CH2:13][O:14][CH3:15])=[N:9][O:10][C:11]=1[CH3:12].C([O:19][B:20](OC(C)C)[O:21]C(C)C)(C)C.Cl.